Dataset: Forward reaction prediction with 1.9M reactions from USPTO patents (1976-2016). Task: Predict the product of the given reaction. (1) Given the reactants [CH3:1][C:2]1([CH3:15])[CH2:11][CH2:10][C:9]([CH3:13])([CH3:12])[C:8]2[CH:7]=[C:6](O)[CH:5]=[CH:4][C:3]1=2.Cl[C:17]1[CH:22]=[CH:21][CH:20]=[CH:19][C:18]=1[N+:23]([O-:25])=[O:24].[OH-:26].[K+].Cl, predict the reaction product. The product is: [CH3:1][C:2]1([CH3:15])[CH2:11][CH2:10][C:9]([CH3:13])([CH3:12])[C:8]2[CH:7]=[C:6]([C:18]3([N+:23]([O-:25])=[O:24])[CH:19]=[CH:20][CH:21]=[CH:22][CH:17]3[OH:26])[CH:5]=[CH:4][C:3]1=2. (2) Given the reactants [O:1]=[C:2]1[CH2:5][CH:4]([CH2:6][CH2:7][C:8]([OH:10])=O)[CH2:3]1.[Cl:11][C:12]1[CH:13]=[C:14]([NH2:23])[C:15]([NH2:22])=[CH:16][C:17]=1[C:18]([F:21])([F:20])[F:19].C(N(CC)C(C)C)(C)C.F[P-](F)(F)(F)(F)F.C[N+](C)=C(N(C)C)ON1C2N=CC=CC=2N=N1, predict the reaction product. The product is: [NH2:23][C:14]1[CH:13]=[C:12]([Cl:11])[C:17]([C:18]([F:21])([F:19])[F:20])=[CH:16][C:15]=1[NH:22][C:8](=[O:10])[CH2:7][CH2:6][CH:4]1[CH2:3][C:2](=[O:1])[CH2:5]1. (3) The product is: [CH3:13][O:12][C:10]1[C:6]2[C:7](=[O:9])[O:8][C:15]([CH3:16])=[N:14][C:5]=2[CH:4]=[C:3]([O:2][CH3:1])[CH:11]=1. Given the reactants [CH3:1][O:2][C:3]1[CH:4]=[C:5]([NH2:14])[C:6](=[C:10]([O:12][CH3:13])[CH:11]=1)[C:7]([OH:9])=[O:8].[CH2:15](N(CC)CC)[CH3:16].C(OC(=O)C)(=O)C.O, predict the reaction product. (4) Given the reactants C(OC(=O)[NH:7][C@H:8]1[CH2:12][CH2:11][N:10]([C:13]([N:15]2[C@@:19]([C:21]3[CH:26]=[CH:25][C:24]([Cl:27])=[CH:23][CH:22]=3)([CH3:20])[C@@:18]([C:29]3[CH:34]=[CH:33][C:32]([Cl:35])=[CH:31][CH:30]=3)([CH3:28])[N:17]=[C:16]2[C:36]2[CH:37]=[N:38][C:39]([C:45]([CH3:48])([CH3:47])[CH3:46])=[CH:40][C:41]=2[O:42][CH2:43][CH3:44])=[O:14])[CH2:9]1)(C)(C)C.S(Cl)(Cl)=O, predict the reaction product. The product is: [NH2:7][CH:8]1[CH2:12][CH2:11][N:10]([C:13]([N:15]2[C@@:19]([C:21]3[CH:22]=[CH:23][C:24]([Cl:27])=[CH:25][CH:26]=3)([CH3:20])[C@@:18]([C:29]3[CH:30]=[CH:31][C:32]([Cl:35])=[CH:33][CH:34]=3)([CH3:28])[N:17]=[C:16]2[C:36]2[CH:37]=[N:38][C:39]([C:45]([CH3:46])([CH3:48])[CH3:47])=[CH:40][C:41]=2[O:42][CH2:43][CH3:44])=[O:14])[CH2:9]1. (5) Given the reactants [F:1][C:2]1[CH:7]=[CH:6][CH:5]=[CH:4][C:3]=1[C:8]1[CH:13]=[C:12]([CH3:14])[C:11]([NH2:15])=[C:10]([N+:16]([O-:18])=[O:17])[CH:9]=1.N([O-])=[O:20].[Na+].Cl, predict the reaction product. The product is: [F:1][C:2]1[CH:7]=[CH:6][CH:5]=[CH:4][C:3]=1[C:8]1[CH:13]=[C:12]([CH3:14])[C:11]([NH:15][OH:20])=[C:10]([N+:16]([O-:18])=[O:17])[CH:9]=1. (6) Given the reactants [F:1][C:2]1[CH:7]=[CH:6][CH:5]=[CH:4][C:3]=1[C@H:8]1[C@@H:17]([C:18]2[CH:23]=[CH:22][C:21]([O:24][CH2:25][CH2:26][N:27]3[CH2:31][CH2:30][CH2:29][CH2:28]3)=[CH:20][CH:19]=2)[C:16]2[C:11](=[CH:12][C:13]([O:32]C)=[CH:14][CH:15]=2)[O:10][CH2:9]1.Cl.N1C=CC=CC=1, predict the reaction product. The product is: [F:1][C:2]1[CH:7]=[CH:6][CH:5]=[CH:4][C:3]=1[C@H:8]1[C@@H:17]([C:18]2[CH:23]=[CH:22][C:21]([O:24][CH2:25][CH2:26][N:27]3[CH2:28][CH2:29][CH2:30][CH2:31]3)=[CH:20][CH:19]=2)[C:16]2[C:11](=[CH:12][C:13]([OH:32])=[CH:14][CH:15]=2)[O:10][CH2:9]1. (7) The product is: [CH3:10][CH:11]1[O:16][C:3]2=[CH:4][S:5][CH:6]=[C:7]2[O:15][CH:13]([CH3:14])[CH2:12]1. Given the reactants CO[C:3]1[C:7](OC)=[CH:6][S:5][CH:4]=1.[CH3:10][CH:11]([OH:16])[CH2:12][CH:13]([OH:15])[CH3:14].C(C1C=CC=CC=1S(O)(=O)=O)CCCCCCCCCCC, predict the reaction product.